This data is from Full USPTO retrosynthesis dataset with 1.9M reactions from patents (1976-2016). The task is: Predict the reactants needed to synthesize the given product. Given the product [F:1][C:2]1[CH:3]=[C:4]([N:17]2[CH2:21][CH:20]([CH2:22][NH:23][C:24](=[O:26])[CH3:25])[O:19][C:18]2=[O:27])[CH:5]=[CH:6][C:7]=1[C:29]1[CH:48]=[CH:47][C:32]([O:33][CH2:34][C:35]2([CH3:46])[O:39][C:38]3=[N:40][C:41]([N+:43]([O-:45])=[O:44])=[CH:42][N:37]3[CH2:36]2)=[CH:31][CH:30]=1, predict the reactants needed to synthesize it. The reactants are: [F:1][C:2]1[CH:3]=[C:4]([N:17]2[CH2:21][CH:20]([CH2:22][NH:23][C:24](=[O:26])[CH3:25])[O:19][C:18]2=[O:27])[CH:5]=[CH:6][C:7]=1B1OC(C)(C)C(C)(C)O1.Br[C:29]1[CH:48]=[CH:47][C:32]([O:33][CH2:34][C:35]2([CH3:46])[O:39][C:38]3=[N:40][C:41]([N+:43]([O-:45])=[O:44])=[CH:42][N:37]3[CH2:36]2)=[CH:31][CH:30]=1.C([O-])([O-])=O.[K+].[K+].